Task: Regression. Given two drug SMILES strings and cell line genomic features, predict the synergy score measuring deviation from expected non-interaction effect.. Dataset: Merck oncology drug combination screen with 23,052 pairs across 39 cell lines (1) Drug 1: CCC1(O)C(=O)OCc2c1cc1n(c2=O)Cc2cc3c(CN(C)C)c(O)ccc3nc2-1. Drug 2: Cn1cc(-c2cnn3c(N)c(Br)c(C4CCCNC4)nc23)cn1. Cell line: OV90. Synergy scores: synergy=-7.23. (2) Drug 1: C#Cc1cccc(Nc2ncnc3cc(OCCOC)c(OCCOC)cc23)c1. Drug 2: CCc1cnn2c(NCc3ccc[n+]([O-])c3)cc(N3CCCCC3CCO)nc12. Cell line: KPL1. Synergy scores: synergy=0.950. (3) Drug 1: CN1C(=O)C=CC2(C)C3CCC4(C)C(NC(=O)OCC(F)(F)F)CCC4C3CCC12. Drug 2: COC12C(COC(N)=O)C3=C(C(=O)C(C)=C(N)C3=O)N1CC1NC12. Cell line: DLD1. Synergy scores: synergy=-9.47. (4) Drug 1: N.N.O=C(O)C1(C(=O)O)CCC1.[Pt]. Drug 2: Cc1nc(Nc2ncc(C(=O)Nc3c(C)cccc3Cl)s2)cc(N2CCN(CCO)CC2)n1. Cell line: HCT116. Synergy scores: synergy=-31.5. (5) Drug 1: O=C(NOCC(O)CO)c1ccc(F)c(F)c1Nc1ccc(I)cc1F. Drug 2: CC1(c2nc3c(C(N)=O)cccc3[nH]2)CCCN1. Cell line: SW620. Synergy scores: synergy=-3.38.